From a dataset of Catalyst prediction with 721,799 reactions and 888 catalyst types from USPTO. Predict which catalyst facilitates the given reaction. (1) Reactant: [CH3:1][S:2]([C:5]1[CH:6]=[CH:7][C:8]2[O:13][CH2:12][C:11](=[O:14])[NH:10][C:9]=2[CH:15]=1)(=[O:4])=[O:3].[H-].[Na+].CS(O[CH2:23][CH2:24][N:25]1[CH2:30][CH2:29][CH:28]([NH:31][C:32]([O:34][C:35]([CH3:38])([CH3:37])[CH3:36])=[O:33])[CH2:27][CH2:26]1)(=O)=O.C(OC(=O)NC1CCN(CCN2C3C(=CC=C(OC)C=3)C=CC2=O)CC1)(C)(C)C. Product: [C:35]([O:34][C:32](=[O:33])[NH:31][CH:28]1[CH2:29][CH2:30][N:25]([CH2:24][CH2:23][N:10]2[C:9]3[CH:15]=[C:5]([S:2]([CH3:1])(=[O:3])=[O:4])[CH:6]=[CH:7][C:8]=3[O:13][CH2:12][C:11]2=[O:14])[CH2:26][CH2:27]1)([CH3:38])([CH3:37])[CH3:36]. The catalyst class is: 98. (2) Reactant: [F:1][C:2]1[C:11]2[O:10][CH2:9][CH2:8][NH:7][C:6]=2[C:5]([NH2:12])=[CH:4][CH:3]=1.[C:13]([O:17][C:18]([NH:20][C@@H:21]([CH3:25])[C:22](O)=[O:23])=[O:19])([CH3:16])([CH3:15])[CH3:14].C1C=NC2N(O)N=NC=2C=1.CCN=C=NCCCN(C)C.Cl. Product: [C:13]([O:17][C:18](=[O:19])[NH:20][C@H:21]([C:22](=[O:23])[NH:12][C:5]1[C:6]2[NH:7][CH2:8][CH2:9][O:10][C:11]=2[C:2]([F:1])=[CH:3][CH:4]=1)[CH3:25])([CH3:14])([CH3:15])[CH3:16]. The catalyst class is: 2. (3) The catalyst class is: 8. Reactant: [Cl:1][C:2]1[C:3]([CH:27]([S:36]([C:39]2[CH:44]=[CH:43][C:42]([Cl:45])=[CH:41][CH:40]=2)(=[O:38])=[O:37])[C:28]2[CH:33]=[C:32]([F:34])[CH:31]=[CH:30][C:29]=2[F:35])=[CH:4][C:5]([NH:8][S:9]([CH2:12][CH2:13][N:14]2[CH2:19][CH2:18][N:17](C(OC(C)(C)C)=O)[CH2:16][CH2:15]2)(=[O:11])=[O:10])=[N:6][CH:7]=1.Cl.C(=O)(O)[O-].[Na+]. Product: [Cl:1][C:2]1[C:3]([CH:27]([S:36]([C:39]2[CH:40]=[CH:41][C:42]([Cl:45])=[CH:43][CH:44]=2)(=[O:38])=[O:37])[C:28]2[CH:33]=[C:32]([F:34])[CH:31]=[CH:30][C:29]=2[F:35])=[CH:4][C:5]([NH:8][S:9]([CH2:12][CH2:13][N:14]2[CH2:19][CH2:18][NH:17][CH2:16][CH2:15]2)(=[O:10])=[O:11])=[N:6][CH:7]=1. (4) Reactant: [Br:1][C:2]1[CH:24]=[CH:23][C:5]2[C:6](=[C:16]([F:22])[C:17](OCC)=[O:18])[C:7]3[CH:14]=[CH:13][C:12]([F:15])=[CH:11][C:8]=3[O:9][CH2:10][C:4]=2[CH:3]=1.CO.[NH3:27]. Product: [Br:1][C:2]1[CH:24]=[CH:23][C:5]2[C:6](=[C:16]([F:22])[C:17]([NH2:27])=[O:18])[C:7]3[CH:14]=[CH:13][C:12]([F:15])=[CH:11][C:8]=3[O:9][CH2:10][C:4]=2[CH:3]=1. The catalyst class is: 1. (5) Reactant: I[C:2]1[C:10]2[C:5](=[CH:6][CH:7]=[C:8]([CH:11]=[O:12])[CH:9]=2)[NH:4][N:3]=1.[N:13]1[CH:18]=[CH:17][CH:16]=[C:15](B(O)O)[CH:14]=1.C([O-])([O-])=O.[K+].[K+].O1CCOCC1. Product: [N:13]1[CH:18]=[CH:17][CH:16]=[C:15]([C:2]2[C:10]3[C:5](=[CH:6][CH:7]=[C:8]([CH:11]=[O:12])[CH:9]=3)[NH:4][N:3]=2)[CH:14]=1. The catalyst class is: 518. (6) Reactant: [F:1][C:2]([F:9])([F:8])[C:3]1[CH:7]=[CH:6][NH:5][N:4]=1.[Br:10][C:11]1[CH:12]=[C:13]([F:18])[C:14](F)=[N:15][CH:16]=1.C(=O)([O-])[O-].[K+].[K+]. Product: [Br:10][C:11]1[CH:12]=[C:13]([F:18])[C:14]([N:5]2[CH:6]=[CH:7][C:3]([C:2]([F:9])([F:8])[F:1])=[N:4]2)=[N:15][CH:16]=1. The catalyst class is: 10.